From a dataset of Reaction yield outcomes from USPTO patents with 853,638 reactions. Predict the reaction yield, written as a fraction of the theoretical maximum amount of product (1.0 means a 100% yield; for example, 0.34 means a 34% yield). (1) The reactants are [C:1]([C:3]1[CH:11]=[CH:10][C:6]([C:7]([OH:9])=O)=[CH:5][CH:4]=1)#[N:2].[NH2:12][C@H:13]([CH2:18]O)[C:14]([CH3:17])([CH3:16])[CH3:15]. The catalyst is ClC1C=CC=CC=1. The product is [C:14]([C@H:13]1[CH2:18][O:9][C:7]([C:6]2[CH:5]=[CH:4][C:3]([C:1]#[N:2])=[CH:11][CH:10]=2)=[N:12]1)([CH3:17])([CH3:16])[CH3:15]. The yield is 0.780. (2) The reactants are [N+:1]([C:4]1[CH:9]=[CH:8][C:7]([SH:10])=[CH:6][CH:5]=1)([O-:3])=[O:2].Br[C:12]1[CH:16]=[CH:15][S:14][CH:13]=1.[OH-].[K+]. The catalyst is CN(C=O)C.[Cu]=O. The product is [S:14]1[CH:15]=[CH:16][C:12]([S:10][C:7]2[CH:8]=[CH:9][C:4]([N+:1]([O-:3])=[O:2])=[CH:5][CH:6]=2)=[CH:13]1. The yield is 0.340.